Dataset: Reaction yield outcomes from USPTO patents with 853,638 reactions. Task: Predict the reaction yield, written as a fraction of the theoretical maximum amount of product (1.0 means a 100% yield; for example, 0.34 means a 34% yield). (1) The reactants are [CH2:1]([NH:3][C:4]([NH:6][C:7]1[CH:12]=[C:11]([C:13]2[S:14][CH:15]=[C:16]([C:18]3[CH:23]=[CH:22][CH:21]=[C:20]([O:24][CH3:25])[N:19]=3)[N:17]=2)[C:10]([C:26]2[S:27][C:28]([C:37]([NH:39][NH2:40])=[O:38])=[C:29]([C:31]3[N:35]([CH3:36])[N:34]=[CH:33][N:32]=3)[N:30]=2)=[CH:9][N:8]=1)=[O:5])[CH3:2].CO[C:43](OC)(OC)[CH3:44].C1CCN2C(=NCCC2)CC1. The catalyst is CN(C=O)C.Cl.O.C(OCC)(=O)C. The product is [CH2:1]([NH:3][C:4]([NH:6][C:7]1[CH:12]=[C:11]([C:13]2[S:14][CH:15]=[C:16]([C:18]3[CH:23]=[CH:22][CH:21]=[C:20]([O:24][CH3:25])[N:19]=3)[N:17]=2)[C:10]([C:26]2[S:27][C:28]([C:37]3[O:38][C:43]([CH3:44])=[N:40][N:39]=3)=[C:29]([C:31]3[N:35]([CH3:36])[N:34]=[CH:33][N:32]=3)[N:30]=2)=[CH:9][N:8]=1)=[O:5])[CH3:2]. The yield is 0.150. (2) The reactants are [NH:1]1[CH2:5][CH2:4][CH2:3][C:2]1=[O:6].[CH:7]1[CH:8]=[CH:9][C:10](P([C:7]2[C:12]([C:7]3[C:12](P([C:7]4[CH:12]=[CH:11][CH:10]=[CH:9][CH:8]=4)[C:7]4[CH:12]=[CH:11][CH:10]=[CH:9][CH:8]=4)=[CH:11][CH:10]=[C:9]4[C:8]=3C=CC=C4)=[C:11]3[C:10](C=CC=C3)=[CH:9][CH:8]=2)[C:7]2[CH:12]=[CH:11][CH:10]=[CH:9][CH:8]=2)=[CH:11][CH:12]=1.C(=O)([O-])[O-].[Cs+].[Cs+].BrC1C=CC=CC=1. The catalyst is C1(C)C=CC=CC=1.C([O-])(=O)C.[Pd+2].C([O-])(=O)C. The product is [C:7]1([N:1]2[CH2:5][CH2:4][CH2:3][C:2]2=[O:6])[CH:8]=[CH:9][CH:10]=[CH:11][CH:12]=1. The yield is 0.240. (3) The reactants are [N+]([C:4]1[CH:11]=[CH:10][CH:9]=[C:8]([N+:12]([O-:14])=[O:13])[C:5]=1[C:6]#[N:7])([O-])=O.[OH:15][CH2:16][C@@H:17]1[CH2:21][CH2:20][CH2:19][N:18]1[C:22]([O:24][C:25]([CH3:28])([CH3:27])[CH3:26])=[O:23]. No catalyst specified. The product is [C:6]([C:5]1[C:8]([N+:12]([O-:14])=[O:13])=[CH:9][CH:10]=[CH:11][C:4]=1[O:15][CH2:16][C@@H:17]1[CH2:21][CH2:20][CH2:19][N:18]1[C:22]([O:24][C:25]([CH3:28])([CH3:27])[CH3:26])=[O:23])#[N:7]. The yield is 0.890. (4) The reactants are [Br:1][C:2]1[CH:7]=[CH:6][C:5]([C:8]2([CH3:14])[CH2:13][CH2:12][NH:11][CH2:10][CH2:9]2)=[CH:4][CH:3]=1.[O:15](C(OC(C)(C)C)=O)[C:16]([O:18][C:19]([CH3:22])([CH3:21])[CH3:20])=O. The catalyst is C(Cl)Cl.O. The product is [Br:1][C:2]1[CH:7]=[CH:6][C:5]([C:8]2([CH3:14])[CH2:9][CH2:10][N:11]([C:16]([O:18][C:19]([CH3:22])([CH3:21])[CH3:20])=[O:15])[CH2:12][CH2:13]2)=[CH:4][CH:3]=1. The yield is 0.880. (5) The reactants are [CH2:1]([CH:3]1[CH2:8][CH2:7][CH2:6][CH2:5][N:4]1[C:9]1[C:10]([C:23]2[CH:28]=[CH:27][C:26]([F:29])=[CH:25][CH:24]=2)=[N:11][C:12]2[C:17]([N:18]=1)=[CH:16][C:15]([C:19]([O:21]C)=[O:20])=[CH:14][CH:13]=2)[CH3:2].[OH-].[Na+]. The catalyst is CO.O. The product is [CH2:1]([CH:3]1[CH2:8][CH2:7][CH2:6][CH2:5][N:4]1[C:9]1[C:10]([C:23]2[CH:24]=[CH:25][C:26]([F:29])=[CH:27][CH:28]=2)=[N:11][C:12]2[C:17]([N:18]=1)=[CH:16][C:15]([C:19]([OH:21])=[O:20])=[CH:14][CH:13]=2)[CH3:2]. The yield is 0.540. (6) The reactants are [Br:1][C:2]1[CH:3]=[C:4](/[CH:9]=[CH:10]/[C:11]#[N:12])[CH:5]=[CH:6][C:7]=1[F:8].[BH4-].[Na+].O. The catalyst is C(O)C. The product is [Br:1][C:2]1[CH:3]=[C:4]([CH2:9][CH2:10][C:11]#[N:12])[CH:5]=[CH:6][C:7]=1[F:8]. The yield is 0.647.